Dataset: NCI-60 drug combinations with 297,098 pairs across 59 cell lines. Task: Regression. Given two drug SMILES strings and cell line genomic features, predict the synergy score measuring deviation from expected non-interaction effect. Cell line: CCRF-CEM. Synergy scores: CSS=41.6, Synergy_ZIP=0.687, Synergy_Bliss=1.79, Synergy_Loewe=-5.27, Synergy_HSA=3.77. Drug 1: COC1=C(C=C2C(=C1)N=CN=C2NC3=CC(=C(C=C3)F)Cl)OCCCN4CCOCC4. Drug 2: CC1=C(C(=O)C2=C(C1=O)N3CC4C(C3(C2COC(=O)N)OC)N4)N.